Dataset: Catalyst prediction with 721,799 reactions and 888 catalyst types from USPTO. Task: Predict which catalyst facilitates the given reaction. (1) Reactant: Br[C:2]1[CH:7]=[CH:6][C:5]([CH2:8][CH2:9][N:10]([CH2:18][C@H:19]([O:27][Si:28]([C:31]([CH3:34])([CH3:33])[CH3:32])([CH3:30])[CH3:29])[C:20]2[CH:25]=[CH:24][CH:23]=[C:22]([Cl:26])[CH:21]=2)[C:11](=[O:17])[O:12][C:13]([CH3:16])([CH3:15])[CH3:14])=[CH:4][CH:3]=1.C([Li])CCC.[Si:40]([O:47][C:48]1[CH:59]=[CH:58][C:51]([C:52](N(OC)C)=[O:53])=[CH:50][CH:49]=1)([C:43]([CH3:46])([CH3:45])[CH3:44])([CH3:42])[CH3:41]. Product: [Si:40]([O:47][C:48]1[CH:59]=[CH:58][C:51]([C:52]([C:2]2[CH:3]=[CH:4][C:5]([CH2:8][CH2:9][N:10]([CH2:18][C@H:19]([O:27][Si:28]([C:31]([CH3:34])([CH3:32])[CH3:33])([CH3:29])[CH3:30])[C:20]3[CH:25]=[CH:24][CH:23]=[C:22]([Cl:26])[CH:21]=3)[C:11](=[O:17])[O:12][C:13]([CH3:16])([CH3:14])[CH3:15])=[CH:6][CH:7]=2)=[O:53])=[CH:50][CH:49]=1)([C:43]([CH3:46])([CH3:45])[CH3:44])([CH3:42])[CH3:41]. The catalyst class is: 188. (2) Reactant: [CH2:1]([O:3][C:4](=[O:13])[C:5](=[CH:9]N(C)C)[C:6](=O)[CH3:7])[CH3:2].Cl.[N:15]1[CH:20]=[CH:19][C:18]([NH:21][NH2:22])=[CH:17][CH:16]=1.C(N(CC)CC)C. Product: [CH2:1]([O:3][C:4]([C:5]1[CH:9]=[N:22][N:21]([C:18]2[CH:19]=[CH:20][N:15]=[CH:16][CH:17]=2)[C:6]=1[CH3:7])=[O:13])[CH3:2]. The catalyst class is: 8. (3) Reactant: [NH2:1][C:2]1[O:6][N:5]=[C:4]([CH:7]([CH2:9][CH3:10])[CH3:8])[CH:3]=1.N1C=CC=CC=1.Cl[C:18]([O:20][CH2:21][C:22]([Cl:25])([Cl:24])[Cl:23])=[O:19]. Product: [Cl:23][C:22]([Cl:25])([Cl:24])[CH2:21][O:20][C:18](=[O:19])[NH:1][C:2]1[O:6][N:5]=[C:4]([CH:7]([CH2:9][CH3:10])[CH3:8])[CH:3]=1. The catalyst class is: 2.